This data is from Full USPTO retrosynthesis dataset with 1.9M reactions from patents (1976-2016). The task is: Predict the reactants needed to synthesize the given product. Given the product [CH:18]1([C:16]([NH:15][C:13]2[N:14]=[C:9]3[CH:8]=[CH:7][C:6]([O:5][C:4]4[CH:21]=[CH:22][C:23]([CH3:24])=[C:2]([NH:1][C:32](=[O:33])[C:31]5[CH:30]=[CH:29][CH:28]=[N:27][C:26]=5[CH3:25])[CH:3]=4)=[N:11][N:10]3[CH:12]=2)=[O:17])[CH2:20][CH2:19]1, predict the reactants needed to synthesize it. The reactants are: [NH2:1][C:2]1[CH:3]=[C:4]([CH:21]=[CH:22][C:23]=1[CH3:24])[O:5][C:6]1[CH:7]=[CH:8][C:9]2[N:10]([CH:12]=[C:13]([NH:15][C:16]([CH:18]3[CH2:20][CH2:19]3)=[O:17])[N:14]=2)[N:11]=1.[CH3:25][C:26]1[C:31]([C:32](O)=[O:33])=[CH:30][CH:29]=[CH:28][N:27]=1.Cl.CN(C)CCCN=C=NCC.ON1C2C=CC=CC=2N=N1.C(N(CC)CC)C.